This data is from Catalyst prediction with 721,799 reactions and 888 catalyst types from USPTO. The task is: Predict which catalyst facilitates the given reaction. (1) The catalyst class is: 7. Product: [Cl:1][C:2]1[CH:3]=[C:4]2[C:10]([CH2:40][C:36]3[S:35][C:34]([NH:33][CH2:42][C:43]4[CH:48]=[CH:47][C:46]([F:49])=[CH:45][CH:44]=4)=[N:38][CH:37]=3)=[CH:9][NH:8][C:5]2=[N:6][CH:7]=1. Reactant: [Cl:1][C:2]1[CH:3]=[C:4]2[C:10](I)=[CH:9][N:8]([Si](C(C)C)(C(C)C)C(C)C)[C:5]2=[N:6][CH:7]=1.C([Mg]Cl)(C)C.C(OC(=O)[N:33]([CH2:42][C:43]1[CH:48]=[CH:47][C:46]([F:49])=[CH:45][CH:44]=1)[C:34]1[S:35][C:36]([CH:40]=O)=[C:37](Cl)[N:38]=1)(C)(C)C. (2) Reactant: [C:1]1([C:7]2OC(=O)[S:9][N:8]=2)[CH:6]=[CH:5][CH:4]=[CH:3][CH:2]=1.[CH3:13][O:14][C:15]([C:17]#[C:18][C:19]([O:21][CH3:22])=[O:20])=[O:16]. Product: [CH3:13][O:14][C:15]([C:17]1[C:7]([C:1]2[CH:6]=[CH:5][CH:4]=[CH:3][CH:2]=2)=[N:8][S:9][C:18]=1[C:19]([O:21][CH3:22])=[O:20])=[O:16]. The catalyst class is: 159. (3) Reactant: FC(F)(F)C(O)=O.[Cl:8][C:9]1[CH:10]=[CH:11][C:12]([O:41][CH3:42])=[C:13]([C:15]2[C:19]([NH:20][C:21]([C:23]3[C:31]4[N:30]=[CH:29][N:28]=[CH:27][C:26]=4[NH:25][N:24]=3)=[O:22])=[CH:18][N:17]([CH:32]([CH3:40])[C:33]([O:35]C(C)(C)C)=[O:34])[N:16]=2)[CH:14]=1. Product: [Cl:8][C:9]1[CH:10]=[CH:11][C:12]([O:41][CH3:42])=[C:13]([C:15]2[C:19]([NH:20][C:21]([C:23]3[C:31]4[N:30]=[CH:29][N:28]=[CH:27][C:26]=4[NH:25][N:24]=3)=[O:22])=[CH:18][N:17]([CH:32]([CH3:40])[C:33]([OH:35])=[O:34])[N:16]=2)[CH:14]=1. The catalyst class is: 4. (4) Reactant: [CH3:1][C:2]1[N:7]2[N:8]=[C:9]([CH:11]3[CH2:13][CH:12]3[C:14](N(OC)C)=[O:15])[N:10]=[C:6]2[C:5]([CH3:20])=[N:4][CH:3]=1.[CH2:21]([Mg]Br)[CH3:22]. Product: [CH3:1][C:2]1[N:7]2[N:8]=[C:9]([CH:11]3[CH2:13][CH:12]3[C:14](=[O:15])[CH2:21][CH3:22])[N:10]=[C:6]2[C:5]([CH3:20])=[N:4][CH:3]=1. The catalyst class is: 1. (5) Reactant: O1CC[O:3][CH:2]1[C:6]1[CH:10]=[CH:9][S:8][C:7]=1[C:11](=[NH:15])[N:12](O)[CH3:13].[C:16]([C:22]([O:24][CH3:25])=[O:23])#[C:17][C:18](OC)=[O:19].C(O)=[O:27]. Product: [CH:2]([C:6]1[CH:10]=[CH:9][S:8][C:7]=1[C:11]1[N:12]([CH3:13])[C:18](=[O:19])[C:17]([OH:27])=[C:16]([C:22]([O:24][CH3:25])=[O:23])[N:15]=1)=[O:3]. The catalyst class is: 4.